Regression. Given two drug SMILES strings and cell line genomic features, predict the synergy score measuring deviation from expected non-interaction effect. From a dataset of NCI-60 drug combinations with 297,098 pairs across 59 cell lines. (1) Synergy scores: CSS=10.0, Synergy_ZIP=-0.285, Synergy_Bliss=0.895, Synergy_Loewe=-5.28, Synergy_HSA=-0.329. Cell line: NCI/ADR-RES. Drug 2: C1CN(CCN1C(=O)CCBr)C(=O)CCBr. Drug 1: CC1=C(C=C(C=C1)NC2=NC=CC(=N2)N(C)C3=CC4=NN(C(=C4C=C3)C)C)S(=O)(=O)N.Cl. (2) Drug 1: COC1=CC(=CC(=C1O)OC)C2C3C(COC3=O)C(C4=CC5=C(C=C24)OCO5)OC6C(C(C7C(O6)COC(O7)C8=CC=CS8)O)O. Drug 2: C1C(C(OC1N2C=NC3=C2NC=NCC3O)CO)O. Cell line: OVCAR-8. Synergy scores: CSS=20.1, Synergy_ZIP=-2.40, Synergy_Bliss=-5.78, Synergy_Loewe=-34.8, Synergy_HSA=-4.44. (3) Drug 1: C1=CC(=CC=C1CC(C(=O)O)N)N(CCCl)CCCl.Cl. Drug 2: COC1=C2C(=CC3=C1OC=C3)C=CC(=O)O2. Cell line: M14. Synergy scores: CSS=0.953, Synergy_ZIP=1.60, Synergy_Bliss=2.38, Synergy_Loewe=-4.80, Synergy_HSA=-2.76.